From a dataset of Forward reaction prediction with 1.9M reactions from USPTO patents (1976-2016). Predict the product of the given reaction. The product is: [Cl:14][C:3]1[N:8]=[N:7][C:6]([C:9]([OH:11])=[O:10])=[CH:5][CH:4]=1. Given the reactants CO[C:3]1[N:8]=[N:7][C:6]([C:9]([OH:11])=[O:10])=[CH:5][CH:4]=1.S(Cl)([Cl:14])=O, predict the reaction product.